From a dataset of Reaction yield outcomes from USPTO patents with 853,638 reactions. Predict the reaction yield, written as a fraction of the theoretical maximum amount of product (1.0 means a 100% yield; for example, 0.34 means a 34% yield). (1) The reactants are [S:1]([N:11]1[C:15]2[N:16]=[CH:17][C:18]3[N:19]([CH:20]=[N:21][N:22]=3)[C:14]=2[CH:13]=[CH:12]1)([C:4]1[CH:10]=[CH:9][C:7]([CH3:8])=[CH:6][CH:5]=1)(=[O:3])=[O:2].CN(C(ON1N=NC2C=CC=NC1=2)=[N+](C)C)C.F[P-](F)(F)(F)(F)F.CCN(C(C)C)C(C)C.Cl[C:57]1[C:58](=[O:69])[C:59](C#N)=[C:60]([C:65]#N)[C:61](=O)[C:62]=1Cl. The catalyst is C(Cl)Cl.O. The product is [CH2:61]([CH:60]1[CH:65]([C:20]2[N:19]3[C:14]4[CH:13]=[CH:12][N:11]([S:1]([C:4]5[CH:10]=[CH:9][C:7]([CH3:8])=[CH:6][CH:5]=5)(=[O:2])=[O:3])[C:15]=4[N:16]=[CH:17][C:18]3=[N:22][N:21]=2)[CH2:57][CH:58]([OH:69])[CH2:59]1)[CH3:62]. The yield is 0.750. (2) The reactants are [C:1]([C:5]1[CH:6]=[C:7]([C:11]2([NH:20]C(=O)OC(C)(C)C)[CH2:19][CH2:18][C:17]3[C:13](=[CH:14][NH:15][N:16]=3)[CH2:12]2)[CH:8]=[CH:9][CH:10]=1)([CH3:4])([CH3:3])[CH3:2].Cl. The catalyst is O1CCOCC1. The product is [C:1]([C:5]1[CH:6]=[C:7]([C:11]2([NH2:20])[CH2:19][CH2:18][C:17]3[C:13](=[CH:14][NH:15][N:16]=3)[CH2:12]2)[CH:8]=[CH:9][CH:10]=1)([CH3:4])([CH3:2])[CH3:3]. The yield is 0.960.